This data is from Catalyst prediction with 721,799 reactions and 888 catalyst types from USPTO. The task is: Predict which catalyst facilitates the given reaction. (1) Reactant: [CH3:1][O:2][C:3]1[C:4]([N+:17]([O-])=O)=[CH:5][C:6]2[C:12]([CH3:14])([CH3:13])[CH2:11][CH2:10][C:9](=[O:15])[NH:8][C:7]=2[CH:16]=1. Product: [NH2:17][C:4]1[C:3]([O:2][CH3:1])=[CH:16][C:7]2[NH:8][C:9](=[O:15])[CH2:10][CH2:11][C:12]([CH3:14])([CH3:13])[C:6]=2[CH:5]=1. The catalyst class is: 19. (2) Reactant: [Br:1][C:2]1[CH:8]=[CH:7][C:5]([NH2:6])=[CH:4][CH:3]=1.CC1(C)[O:15][C:14](=O)[CH2:13][C:12](=[O:17])[O:11]1. Product: [Br:1][C:2]1[CH:8]=[CH:7][C:5]([NH:6][C:14](=[O:15])[CH2:13][C:12]([OH:17])=[O:11])=[CH:4][CH:3]=1. The catalyst class is: 13. (3) Reactant: [OH:1][C:2]1[CH:11]=[C:10]2[C:5]([CH2:6][CH2:7][C:8](=[O:12])[NH:9]2)=[CH:4][CH:3]=1.N1C=CC=CC=1.[O:19](S(C(F)(F)F)(=O)=O)[S:20]([C:23]([F:26])([F:25])[F:24])(=O)=[O:21]. Product: [F:24][C:23]([F:26])([F:25])[S:20]([O:1][C:2]1[CH:11]=[C:10]2[C:5]([CH2:6][CH2:7][C:8](=[O:12])[NH:9]2)=[CH:4][CH:3]=1)(=[O:21])=[O:19]. The catalyst class is: 22. (4) The catalyst class is: 523. Reactant: [F:1][C:2]1[CH:3]=[C:4]2[C:8](=[CH:9][CH:10]=1)[NH:7][C:6](=[O:11])[CH2:5]2.C[Si]([N-][Si](C)(C)C)(C)C.[Li+].[CH2:22]([N:24]([CH2:40][CH3:41])[CH2:25][CH2:26][NH:27][C:28]([C:30]1[N:35]=[C:34]2[CH2:36][O:37][C:38](=O)[C:33]2=[CH:32][CH:31]=1)=[O:29])[CH3:23].Cl. Product: [CH2:40]([N:24]([CH2:22][CH3:23])[CH2:25][CH2:26][NH:27][C:28]([C:30]1[N:35]=[C:34]2[CH2:36][O:37][C:38](=[C:5]3[C:4]4[C:8](=[CH:9][CH:10]=[C:2]([F:1])[CH:3]=4)[NH:7][C:6]3=[O:11])[C:33]2=[CH:32][CH:31]=1)=[O:29])[CH3:41]. (5) Product: [CH3:21][S:17]([C:3]1[CH:11]=[CH:10][C:6]([C:7]([OH:9])=[O:8])=[CH:5][C:4]=1[N+:12]([O-:14])=[O:13])(=[O:19])=[O:16]. Reactant: CS[C:3]1[CH:11]=[CH:10][C:6]([C:7]([OH:9])=[O:8])=[CH:5][C:4]=1[N+:12]([O-:14])=[O:13].O[O:16][S:17]([O-:19])=O.[K+].[CH3:21]O. The catalyst class is: 6. (6) Reactant: [F:1][C:2]1[CH:23]=[CH:22][C:5]2[O:6][CH2:7][CH2:8][N:9]([C:10]3[CH:17]=[CH:16][C:15]([C:18]([F:21])([F:20])[F:19])=[CH:14][C:11]=3[C:12]#[N:13])[C:4]=2[CH:3]=1.[Cl:24][S:25](O)(=[O:27])=[O:26]. Product: [C:12]([C:11]1[CH:14]=[C:15]([C:18]([F:20])([F:21])[F:19])[CH:16]=[CH:17][C:10]=1[N:9]1[CH2:8][CH2:7][O:6][C:5]2[CH:22]=[C:23]([S:25]([Cl:24])(=[O:27])=[O:26])[C:2]([F:1])=[CH:3][C:4]1=2)#[N:13]. The catalyst class is: 2. (7) Reactant: [NH2:1][CH:2]([CH2:26][C:27]1[CH:32]=[CH:31][C:30]([C:33](=[O:40])[C:34]2[CH:39]=[CH:38][CH:37]=[CH:36][CH:35]=2)=[CH:29][CH:28]=1)[C:3]([NH:5][CH2:6][C:7]1[CH:12]=[CH:11][CH:10]=[C:9]([CH:13]([C:20]2[CH:25]=[CH:24][CH:23]=[CH:22][N:21]=2)[CH2:14][C:15]2[NH:16][CH2:17][CH2:18][N:19]=2)[CH:8]=1)=[O:4].C1C(=O)N([O:48][C:49]([CH2:51][CH2:52][CH2:53][CH2:54][C@@H:55]2[S:59][CH2:58][C@@H:57]3[NH:60][C:61]([NH:63][C@H:56]23)=[O:62])=O)C(=O)C1.P([O-])([O-])([O-])=O. The catalyst class is: 3. Product: [C:33]([C:30]1[CH:29]=[CH:28][C:27]([CH2:26][CH:2]([NH:1][C:49](=[O:48])[CH2:51][CH2:52][CH2:53][CH2:54][CH:55]2[CH:56]3[NH:63][C:61](=[O:62])[NH:60][CH:57]3[CH2:58][S:59]2)[C:3](=[O:4])[NH:5][CH2:6][C:7]2[CH:12]=[CH:11][CH:10]=[C:9]([CH:13]([C:20]3[CH:25]=[CH:24][CH:23]=[CH:22][N:21]=3)[CH2:14][C:15]3[NH:16][CH2:17][CH2:18][N:19]=3)[CH:8]=2)=[CH:32][CH:31]=1)(=[O:40])[C:34]1[CH:39]=[CH:38][CH:37]=[CH:36][CH:35]=1.